Dataset: Forward reaction prediction with 1.9M reactions from USPTO patents (1976-2016). Task: Predict the product of the given reaction. (1) The product is: [C:30]([O:34][C:35](=[O:47])[NH:36][C:37]1([C:45]#[C:46][C:6]2[CH:11]=[CH:10][C:9]([O:12][CH2:13][CH2:14][CH2:15][CH2:16][CH2:17][CH2:18][CH3:19])=[C:8]([C:20]#[N:90])[CH:7]=2)[CH2:42][O:41][C:40]([CH3:44])([CH3:43])[O:39][CH2:38]1)([CH3:33])([CH3:32])[CH3:31]. Given the reactants OCC(NC(=O)C)(CO)CC[C:6]1[CH:11]=[CH:10][C:9]([O:12][CH2:13][CH2:14][CH2:15][CH2:16][CH2:17][CH2:18][CH3:19])=[C:8]([C:20](F)(F)F)[CH:7]=1.[C:30]([O:34][C:35](=[O:47])[NH:36][C:37]1([C:45]#[CH:46])[CH2:42][O:41][C:40]([CH3:44])([CH3:43])[O:39][CH2:38]1)([CH3:33])([CH3:32])[CH3:31].C1(P(C2CCCCC2)C2C=CC=CC=2C2C(C(C)C)=CC(C(C)C)=CC=2C(C)C)CCCCC1.C(=O)([O-])[O-].[Cs+].[Cs+].C(#[N:90])C, predict the reaction product. (2) Given the reactants C1(COC2C(C3N(CC4C=CC(CCC(O)=O)=CC=4)C4C=C(F)C(F)=CC=4N=3)=CC=CN=2)CC1.[Cl:35][C:36]1[CH:41]=[CH:40][C:39]([C:42]2[N:46]([CH2:47][CH:48]3[CH2:53][CH2:52][CH2:51][CH2:50][CH2:49]3)[C:45]3[CH:54]=[C:55]([F:59])[C:56]([F:58])=[CH:57][C:44]=3[N:43]=2)=[C:38]([O:60][CH2:61]C2C=CC=CC=2Cl)[CH:37]=1.BrCC1C=CC=C([Cl:77])C=1, predict the reaction product. The product is: [Cl:77][C:50]1[CH:49]=[C:48]([CH:53]=[CH:52][CH:51]=1)[CH2:47][N:46]1[C:45]2[CH:54]=[C:55]([F:59])[C:56]([F:58])=[CH:57][C:44]=2[N:43]=[C:42]1[C:39]1[CH:40]=[CH:41][C:36]([Cl:35])=[CH:37][C:38]=1[O:60][CH3:61]. (3) Given the reactants [CH3:1][O:2][C:3]1[CH:4]=[C:5]([CH2:11][CH2:12][N:13]([CH3:19])[CH2:14][CH2:15][C:16]([NH2:18])=O)[CH:6]=[CH:7][C:8]=1[O:9][CH3:10].[H-].[Al+3].[Li+].[H-].[H-].[H-].O.[OH-].[Na+], predict the reaction product. The product is: [CH3:1][O:2][C:3]1[CH:4]=[C:5]([CH2:11][CH2:12][N:13]([CH3:19])[CH2:14][CH2:15][CH2:16][NH2:18])[CH:6]=[CH:7][C:8]=1[O:9][CH3:10]. (4) Given the reactants [H-].[Na+].[C:3]([C:5]1[CH:21]=[CH:20][C:8]([NH:9][S:10]([C:13]2[CH:18]=[CH:17][C:16]([CH3:19])=[CH:15][CH:14]=2)(=[O:12])=[O:11])=[CH:7][CH:6]=1)#[N:4].S(OCC)(O[CH2:26][CH3:27])(=O)=O.O, predict the reaction product. The product is: [C:3]([C:5]1[CH:21]=[CH:20][C:8]([N:9]([CH2:26][CH3:27])[S:10]([C:13]2[CH:18]=[CH:17][C:16]([CH3:19])=[CH:15][CH:14]=2)(=[O:12])=[O:11])=[CH:7][CH:6]=1)#[N:4]. (5) Given the reactants [CH2:1]([O:3][C:4]([C:6]1([C:9]2[CH:14]=[CH:13][C:12]([C:15]3[CH:20]=[CH:19][C:18]([C:21]4[O:25][N:24]=[C:23]([CH3:26])[C:22]=4[NH:27][C:28]4[CH:33]=[CH:32][CH:31]=[C:30](Br)[N:29]=4)=[CH:17][CH:16]=3)=[CH:11][CH:10]=2)[CH2:8][CH2:7]1)=[O:5])[CH3:2].[F:35][C:36]1[C:37]([CH3:45])=[C:38](B(O)O)[CH:39]=[CH:40][CH:41]=1, predict the reaction product. The product is: [CH2:1]([O:3][C:4]([C:6]1([C:9]2[CH:14]=[CH:13][C:12]([C:15]3[CH:20]=[CH:19][C:18]([C:21]4[O:25][N:24]=[C:23]([CH3:26])[C:22]=4[NH:27][C:28]4[CH:33]=[CH:32][CH:31]=[C:30]([C:38]5[CH:39]=[CH:40][CH:41]=[C:36]([F:35])[C:37]=5[CH3:45])[N:29]=4)=[CH:17][CH:16]=3)=[CH:11][CH:10]=2)[CH2:8][CH2:7]1)=[O:5])[CH3:2].